This data is from Reaction yield outcomes from USPTO patents with 853,638 reactions. The task is: Predict the reaction yield, written as a fraction of the theoretical maximum amount of product (1.0 means a 100% yield; for example, 0.34 means a 34% yield). (1) The reactants are [F:1][C:2]([F:13])([F:12])[O:3][C:4]1[CH:11]=[CH:10][CH:9]=[CH:8][C:5]=1[CH2:6]O.NC(N)=S.Cl.C(=O)([O-])[O-].[K+].[K+].C[S:26]([C:29]1[CH2:33][C:32]([CH3:35])([CH3:34])[O:31][N:30]=1)(=O)=O. The catalyst is O.O1CCOCC1. The product is [F:1][C:2]([F:13])([F:12])[O:3][C:4]1[CH:11]=[CH:10][CH:9]=[CH:8][C:5]=1[CH2:6][S:26][C:29]1[CH2:33][C:32]([CH3:35])([CH3:34])[O:31][N:30]=1. The yield is 0.150. (2) The reactants are [CH2:1]1[C:5]2([CH2:10][CH2:9][NH:8][CH2:7][CH2:6]2)[CH2:4][CH2:3][N:2]1[C:11]([O:13][C:14]([CH3:17])([CH3:16])[CH3:15])=[O:12].Br[C:19]1[CH:24]=[CH:23][C:22]([F:25])=[CH:21][CH:20]=1.C1C=CC(P(C2C(C3C(P(C4C=CC=CC=4)C4C=CC=CC=4)=CC=C4C=3C=CC=C4)=C3C(C=CC=C3)=CC=2)C2C=CC=CC=2)=CC=1. The catalyst is C1(C)C=CC=CC=1.CC([O-])=O.CC([O-])=O.[Pd+2]. The product is [F:25][C:22]1[CH:23]=[CH:24][C:19]([N:8]2[CH2:7][CH2:6][C:5]3([CH2:1][N:2]([C:11]([O:13][C:14]([CH3:17])([CH3:16])[CH3:15])=[O:12])[CH2:3][CH2:4]3)[CH2:10][CH2:9]2)=[CH:20][CH:21]=1. The yield is 0.280. (3) The catalyst is O1CCCC1. The reactants are [CH3:1][O:2][C:3]1[CH:4]=[C:5]([CH:8]=[CH:9][C:10]=1[O:11][CH3:12])[CH2:6][NH2:7].C(N(CC)CC)C.[C:20](Cl)(=[O:27])[C:21]1[CH:26]=[CH:25][CH:24]=[CH:23][CH:22]=1. The product is [C:20]([NH:7][CH2:6][C:5]1[CH:8]=[CH:9][C:10]([O:11][CH3:12])=[C:3]([O:2][CH3:1])[CH:4]=1)(=[O:27])[C:21]1[CH:26]=[CH:25][CH:24]=[CH:23][CH:22]=1. The yield is 0.854. (4) The product is [C:24]1([CH2:23][O:22][C:20]([N:1]2[CH2:5][CH2:4][CH:3]([C:6]([OH:8])=[O:7])[NH:2]2)=[O:21])[CH:29]=[CH:28][CH:27]=[CH:26][CH:25]=1. The reactants are [N:1]1([C:20]([O:22][CH2:23][C:24]2[CH:29]=[CH:28][CH:27]=[CH:26][CH:25]=2)=[O:21])[CH2:5][CH2:4][CH:3]([C:6]([O:8]C(C)(C)C)=[O:7])[N:2]1C(OC(C)(C)C)=O.C(O)(C(F)(F)F)=O.O. The yield is 1.00. The catalyst is ClCCl.